From a dataset of TCR-epitope binding with 47,182 pairs between 192 epitopes and 23,139 TCRs. Binary Classification. Given a T-cell receptor sequence (or CDR3 region) and an epitope sequence, predict whether binding occurs between them. (1) The epitope is TAFTIPSI. The TCR CDR3 sequence is CASSTRDPRQTQYF. Result: 1 (the TCR binds to the epitope). (2) The epitope is FSKQLQQSM. The TCR CDR3 sequence is CASMPDRKNTIYF. Result: 0 (the TCR does not bind to the epitope). (3) The epitope is AYAQKIFKI. The TCR CDR3 sequence is CSARVFGGDSQETQYF. Result: 1 (the TCR binds to the epitope). (4) The epitope is FLRGRAYGL. The TCR CDR3 sequence is CASSQLGLAETDTQYF. Result: 0 (the TCR does not bind to the epitope). (5) The epitope is FTISVTTEIL. The TCR CDR3 sequence is CASSLGIPGTAQWVYGYTF. Result: 0 (the TCR does not bind to the epitope). (6) The epitope is VVYRGTTTY. The TCR CDR3 sequence is CASSGTTSFDEQFF. Result: 0 (the TCR does not bind to the epitope).